Dataset: Reaction yield outcomes from USPTO patents with 853,638 reactions. Task: Predict the reaction yield, written as a fraction of the theoretical maximum amount of product (1.0 means a 100% yield; for example, 0.34 means a 34% yield). (1) The reactants are Br[C:2]1[CH:7]=[CH:6][C:5]([S:8][CH2:9][CH3:10])=[CH:4][CH:3]=1.C([Li])CCC.[Si:16]([O:23][CH2:24]/[CH:25]=[N:26]/[S@@:27]([C:29]([CH3:32])([CH3:31])[CH3:30])=[O:28])([C:19]([CH3:22])([CH3:21])[CH3:20])([CH3:18])[CH3:17]. The catalyst is C1COCC1. The product is [Si:16]([O:23][CH2:24][C@H:25]([NH:26][S@@:27]([C:29]([CH3:32])([CH3:31])[CH3:30])=[O:28])[C:2]1[CH:7]=[CH:6][C:5]([S:8][CH2:9][CH3:10])=[CH:4][CH:3]=1)([C:19]([CH3:22])([CH3:21])[CH3:20])([CH3:18])[CH3:17]. The yield is 0.440. (2) The reactants are C1(C)C=CC(S(O)(=O)=O)=CC=1.C1(C)C=CC(S(O)(=O)=O)=CC=1.[CH3:23][O:24][C@@H:25]1[C@@H:29]([NH:30][CH3:31])[CH2:28][NH:27][CH2:26]1.C(#N)C.[CH2:35]([O:37][C:38]([C:40]1[C:49](=[O:50])[C:48]2[C:43](=[N:44][C:45](Cl)=[CH:46][CH:47]=2)[N:42]([C:52]2[S:53][CH:54]=[CH:55][N:56]=2)[CH:41]=1)=[O:39])[CH3:36]. The catalyst is [Ag].C(N(CC)CC)C. The product is [CH3:23][O:24][C@@H:25]1[C@@H:29]([NH:30][CH3:31])[CH2:28][N:27]([C:45]2[N:44]=[C:43]3[C:48]([C:49](=[O:50])[C:40]([C:38]([O:37][CH2:35][CH3:36])=[O:39])=[CH:41][N:42]3[C:52]3[S:53][CH:54]=[CH:55][N:56]=3)=[CH:47][CH:46]=2)[CH2:26]1. The yield is 0.976.